Dataset: Full USPTO retrosynthesis dataset with 1.9M reactions from patents (1976-2016). Task: Predict the reactants needed to synthesize the given product. Given the product [C:34]([CH:32]([CH:30]([C:29]([OH:38])=[O:37])[OH:31])[OH:33])([OH:36])=[O:35].[CH:1]1[C:10]2[C:5](=[CH:6][CH:7]=[CH:8][CH:9]=2)[CH:4]=[CH:3][C:2]=1[O:11][CH:12]1[CH2:18][CH2:17][NH:16][CH2:15][C:14]2[CH:19]=[C:20]([C:23]3[N:24]=[N:25][CH:26]=[CH:27][CH:28]=3)[CH:21]=[CH:22][C:13]1=2, predict the reactants needed to synthesize it. The reactants are: [CH:1]1[C:10]2[C:5](=[CH:6][CH:7]=[CH:8][CH:9]=2)[CH:4]=[CH:3][C:2]=1[O:11][CH:12]1[CH2:18][CH2:17][NH:16][CH2:15][C:14]2[CH:19]=[C:20]([C:23]3[N:24]=[N:25][CH:26]=[CH:27][CH:28]=3)[CH:21]=[CH:22][C:13]1=2.[C:29]([OH:38])(=[O:37])[C@@H:30]([C@H:32]([C:34]([OH:36])=[O:35])[OH:33])[OH:31].O.